Dataset: Full USPTO retrosynthesis dataset with 1.9M reactions from patents (1976-2016). Task: Predict the reactants needed to synthesize the given product. (1) The reactants are: Br[C:2]1[C:10]2[N:9]3[CH2:11][CH2:12][NH:13][C:14](=[O:15])[C:8]3=[CH:7][C:6]=2[C:5]([F:16])=[C:4]([F:17])[CH:3]=1.[F:18][C:19]1[CH:24]=[CH:23][C:22](B(O)O)=[CH:21][CH:20]=1. Given the product [F:17][C:4]1[CH:3]=[C:2]([C:22]2[CH:23]=[CH:24][C:19]([F:18])=[CH:20][CH:21]=2)[C:10]2[N:9]3[CH2:11][CH2:12][NH:13][C:14](=[O:15])[C:8]3=[CH:7][C:6]=2[C:5]=1[F:16], predict the reactants needed to synthesize it. (2) The reactants are: [CH:1]1([C:4]2[CH:5]=[C:6](C3OC(C)(C)C(C)(C)O3)[CH:7]=[CH:8][CH:9]=2)[CH2:3][CH2:2]1.[F:19][C:20]1[CH:21]=[C:22]([CH:32]([NH:34][C:35]([C:37]2[O:38][C:39](Br)=[CH:40][CH:41]=2)=[O:36])[CH3:33])[CH:23]=[C:24]([F:31])[C:25]=1[NH:26][S:27]([CH3:30])(=[O:29])=[O:28].C([O-])([O-])=O.[Cs+].[Cs+]. Given the product [F:19][C:20]1[CH:21]=[C:22]([CH:32]([NH:34][C:35]([C:37]2[O:38][C:39]([C:8]3[CH:7]=[CH:6][CH:5]=[C:4]([CH:1]4[CH2:3][CH2:2]4)[CH:9]=3)=[CH:40][CH:41]=2)=[O:36])[CH3:33])[CH:23]=[C:24]([F:31])[C:25]=1[NH:26][S:27]([CH3:30])(=[O:29])=[O:28], predict the reactants needed to synthesize it.